From a dataset of Catalyst prediction with 721,799 reactions and 888 catalyst types from USPTO. Predict which catalyst facilitates the given reaction. (1) Reactant: [Cl:1][C:2]1[CH:12]=[CH:11][CH:10]=[C:4]2[C:5]([O:7][C:8](=[O:9])[C:3]=12)=O.[F:13][C:14]([F:27])([O:18][C:19]1[CH:25]=[CH:24][C:22]([NH2:23])=[C:21]([CH3:26])[CH:20]=1)[CH:15]([F:17])[F:16]. Product: [Cl:1][C:2]1[CH:12]=[CH:11][CH:10]=[C:4]2[C:5]([N:23]([C:22]3[CH:24]=[CH:25][C:19]([O:18][C:14]([F:13])([F:27])[CH:15]([F:16])[F:17])=[CH:20][C:21]=3[CH3:26])[C:8](=[O:9])[C:3]=12)=[O:7]. The catalyst class is: 15. (2) Reactant: [Si]([O:18][C@H:19]1[CH2:24][CH2:23][C@@:22]([C@H:26]2[CH2:34][CH2:33][C@@:32]3([CH3:35])[C@@H:28]([CH2:29][CH2:30][C:31]3=[CH2:36])[C@@H:27]2[OH:37])([CH3:25])[C@@H:21]([CH2:38][CH2:39][O:40][C:41]2[CH:46]=[N:45][CH:44]=[CH:43][N:42]=2)[CH2:20]1)(C(C)(C)C)(C1C=CC=CC=1)C1C=CC=CC=1.CCCC[N+](CCCC)(CCCC)CCCC.[F-]. Product: [OH:18][C@H:19]1[CH2:24][CH2:23][C@@:22]([C@H:26]2[CH2:34][CH2:33][C@@:32]3([CH3:35])[C@@H:28]([CH2:29][CH2:30][C:31]3=[CH2:36])[C@@H:27]2[OH:37])([CH3:25])[C@@H:21]([CH2:38][CH2:39][O:40][C:41]2[CH:46]=[N:45][CH:44]=[CH:43][N:42]=2)[CH2:20]1. The catalyst class is: 1. (3) Reactant: [C:1]([O:5][C:6]([N:8]1[CH2:11][C:10]2([CH2:14][NH:13][CH2:12]2)[CH2:9]1)=[O:7])([CH3:4])([CH3:3])[CH3:2].[Br:15][C:16]1[CH:17]=[N:18][CH:19]=[C:20](Br)[CH:21]=1.C1C=CC(P(C2C(C3C(P(C4C=CC=CC=4)C4C=CC=CC=4)=CC=C4C=3C=CC=C4)=C3C(C=CC=C3)=CC=2)C2C=CC=CC=2)=CC=1.CC(C)([O-])C.[Na+]. Product: [C:1]([O:5][C:6]([N:8]1[CH2:11][C:10]2([CH2:12][N:13]([C:20]3[CH:19]=[N:18][CH:17]=[C:16]([Br:15])[CH:21]=3)[CH2:14]2)[CH2:9]1)=[O:7])([CH3:4])([CH3:2])[CH3:3]. The catalyst class is: 110. (4) Reactant: Br[C:2]1[CH:10]=[N:9][C:8]([Cl:11])=[C:7]2[C:3]=1[CH:4]=[CH:5][NH:6]2.[CH3:12][O-:13].[Na+].Cl. Product: [CH3:12][O:13][C:2]1[CH:10]=[N:9][C:8]([Cl:11])=[C:7]2[C:3]=1[CH:4]=[CH:5][NH:6]2. The catalyst class is: 5.